This data is from Reaction yield outcomes from USPTO patents with 853,638 reactions. The task is: Predict the reaction yield, written as a fraction of the theoretical maximum amount of product (1.0 means a 100% yield; for example, 0.34 means a 34% yield). The reactants are [C:1]1([C:7]2[C:12]3[CH2:13][CH:14]([CH2:16][NH2:17])[O:15][C:11]=3[CH:10]=[CH:9][CH:8]=2)[CH:6]=[CH:5][CH:4]=[CH:3][CH:2]=1.C(N(C(C)C)CC)(C)C.Cl[C:28]([O:30][CH2:31][C:32]1[CH:37]=[CH:36][CH:35]=[CH:34][CH:33]=1)=[O:29]. No catalyst specified. The product is [C:1]1([C:7]2[C:12]3[CH2:13][CH:14]([CH2:16][NH:17][C:28](=[O:29])[O:30][CH2:31][C:32]4[CH:37]=[CH:36][CH:35]=[CH:34][CH:33]=4)[O:15][C:11]=3[CH:10]=[CH:9][CH:8]=2)[CH:2]=[CH:3][CH:4]=[CH:5][CH:6]=1. The yield is 0.700.